This data is from Drug-target binding data from BindingDB using IC50 measurements. The task is: Regression. Given a target protein amino acid sequence and a drug SMILES string, predict the binding affinity score between them. We predict pIC50 (pIC50 = -log10(IC50 in M); higher means more potent). Dataset: bindingdb_ic50. (1) The pIC50 is 5.4. The compound is Cc1csc2nc([C@H](C)NC(=O)/C=C/c3ccc([N+](=O)[O-])cc3)oc(=O)c12. The target protein (P03234) has sequence MVQAPSVYVCGFVERPDAPPKDACLHLDPLTVKSQLPLKKPLPLTVEHLPDAPVGSVFGLYQSRAGLFSAASITSGDFLSLLDSIYHDCDIAQSQRLPLPREPKVEALHAWLPSLSLASLHPDIPQTTADGGKLSFFDHVSICALGRRRGTTAVYGTDLAWVLKHFSDLEPSIAAQIENDANAAKRESGCPEDHPLPLTKLIAKAIDAGFLRNRVETLRQDRGVANIPAESYLKASDAPDLQKPDKALQSPPPASTDPATMLSGNAGEGATACGGSAAAGQDLISVPRNTFMTLLQTNLDNKPPRQTPLPYAAPLPPFSHQAIATAPSYGPGAGAVAPAGGYFTSPGGYYAGPAGGDPGAFLAMDAHTYHPHPHPPPAYFGLPGLFGPPPPVPPYYGSHLRADYVPAPSRSNKRKRDPEEDEEGGGLFPGEDATLYRKDIAGLSKSVNELQHTLQALRRETLSYGHTGVGYCPQQGPCYTHSGPYGFQPHQSYEVPRYVP.... (2) The small molecule is CCNC(=S)N(CCO)Cc1cc2cc3c(cc2[nH]c1=O)OCO3. The target protein (P43250) has sequence MELENIVANTVLLKAREGGGGNRKGKSKKWRQMLQFPHISQCEELRLSLERDYHSLCERQPIGRLLFREFCATRPELSRCVAFLDGVAEYEVTPDDKRKACGRQLTQNFLSHTGPDLIPEVPRQLVTNCTQRLEQGPCKDLFQELTRLTHEYLSVAPFADYLDSIYFNRFLQWKWLERQPVTKNTFRQYRVLGKGGFGEVCACQVRATGKMYACKKLEKKRIKKRKGEAMALNEKQILEKVNSRFVVSLAYAYETKDALCLVLTLMNGGDLKFHIYHMGQAGFPEARAVFYAAEICCGLEDLHRERIVYRDLKPENILLDDHGHIRISDLGLAVHVPEGQTIKGRVGTVGYMAPEVVKNERYTFSPDWWALGCLLYEMIAGQSPFQQRKKKIKREEVERLVKEVPEEYSERFSPQARSLCSQLLCKDPAERLGCRGGSAREVKEHPLFKKLNFKRLGAGMLEPPFKPDPQAIYCKDVLDIEQFSTVKGVELEPTDQDFYQ.... The pIC50 is 4.2. (3) The drug is C/C=C(\NC(=O)[C@H](C)NC(=O)[C@@H](NC(=O)[C@H](NC(=O)[C@H](Cc1ccccc1)NC(=O)[C@@H](CC(C)C)NC(=O)[C@@H](Cc1ccccc1)NC(=O)CC)[C@@H](C)O)C(C)C)C(=O)O. The target protein (Q704Y3) has sequence MEKWASLDSDESEPPAQENSCPDPPDRDPNSKPPPAKPHIFATRSRTRLFGKGDSEEASPMDCPYEEGGLASCPIITVSSVVTLQRSVDGPTCLRQTSQDSVSTGVETPPRLYDRRSIFDAVAQSNCQELESLLSFLQKSKKRLTDSEFKDPETGKTCLLKAMLNLHNGQNDTIALLLDIARKTDSLKQFVNASYTDSYYKGQTALHIAIERRNMALVTLLVENGADVQAAANGDFFKKTKGRPGFYFGELPLSLAACTNQLAIVKFLLQNSWQPADISARDSVGNTVLHALVEVADNTADNTKFVTNMYNEILILGAKLHPTLKLEELTNKKGLTPLALAASSGKIGVLAYILQREIHEPECRHLSRKFTEWAYGPVHSSLYDLSCIDTCEKNSVLEVIAYSSSETPNRHDMLLVEPLNRLLQDKWDRFVKRIFYFNFFVYCLYMIIFTTAAYYRPVEGLPPYKLNNTVGDYFRVTGEILSVSGGVYFFFRGIQYFLQR.... The pIC50 is 3.6. (4) The drug is C/C(=C\c1ccccc1)c1ccccc1. The target protein sequence is MSFPATPDYTGLNKPVGQEVSIKGLKASEGTIPADVRGAFFRAVPDPQFPPFFHPDTALSDDGMISRVLFNADGTVDYDIRYVQTPRWKAERAAGKRLFGRYRNPYTNDPSAFDLEGTVSNTTPVWHA. The pIC50 is 4.0. (5) The drug is Cc1nc(S(=O)(=O)Nc2cc3c(cc2Oc2cccc(OCc4ccccc4)c2)n(C)c(=O)n3C)cn1C. The target protein (O15164) has sequence MEVAVEKAVAAAAAASAAASGGPSAAPSGENEAESRQGPDSERGGEAARLNLLDTCAVCHQNIQSRAPKLLPCLHSFCQRCLPAPQRYLMLPAPMLGSAETPPPVPAPGSPVSGSSPFATQVGVIRCPVCSQECAERHIIDNFFVKDTTEVPSSTVEKSNQVCTSCEDNAEANGFCVECVEWLCKTCIRAHQRVKFTKDHTVRQKEEVSPEAVGVTSQRPVFCPFHKKEQLKLYCETCDKLTCRDCQLLEHKEHRYQFIEEAFQNQKVIIDTLITKLMEKTKYIKFTGNQIQNRIIEVNQNQKQVEQDIKVAIFTLMVEINKKGKALLHQLESLAKDHRMKLMQQQQEVAGLSKQLEHVMHFSKWAVSSGSSTALLYSKRLITYRLRHLLRARCDASPVTNNTIQFHCDPSFWAQNIINLGSLVIEDKESQPQMPKQNPVVEQNSQPPSGLSSNQLSKFPTQISLAQLRLQHMQQQVMAQRQQVQRRPAPVGLPNPRMQG.... The pIC50 is 6.6. (6) The small molecule is Cc1ccc(C(=O)Nc2ccc(OCCCN3CCCC3)cc2)cc1Nc1nccc(-c2cccnc2)n1. The target protein sequence is MVDPVGFAEAWKAQFPDSEPPRMELRSVGDIEQELERCKASIRRLEQEVNQERFRMIYLQTLLAKEKKSYDRQRWGFRRAAQAPDGASEPRASASRPQPAPADGADPPPAEEPEARPDGEGSPGKARPGTARRPGAAASGERDDRGPPASVAALRSNFERIRKGHGQPGADAEKPFYVNVEFHHERGLVKVNDKEVSDRISSLGSQAMQMERKKSQHGAGSSVGDASRPPYRGRSSESSCGVDGDYEDAELNPRFLKDNLIDANGGSRPPWPPLEYQPYQSIYVGGMMEGEGKGPLLRSQSTSEQEKRLTWPRRSYSPRSFEDCGGGYTPDCSSNENLTSSEEDFSSGQSSRVSPSPTTYRMFRDKSRSPSQNSQQSFDSSSPPTPQCHKRHRHCPVVVSEATIVGVRKTGQIWPNDGEGAFHGDADGSFGTPPGYGCAADRAEEQRRHQDGLPYIDDSPSSSPHLSSKGRGSRDALVSGALESTKASELDLEKGLEMRK.... The pIC50 is 4.0. (7) The compound is COC(=O)[C@H]1[C@@H](OC(=O)c2ccccc2)C[C@@H]2CC[C@H]1N2C. The target protein (P27922) has sequence MSEGRCSVAHMSSVVAPAKEANAMGPKAVELVLVKEQNGVQLTNSTLLNPPQSPTEAQDRETWSKKADFLLSVIGFAVDLANVWRFPYLCYKNGGGAFLVPYLFFMVVAGVPLFYMELALGQFNREGAAGVWKICPILRGVGYTAILISLYIGFFYNVIIAWALHYLLSSFTTELPWTHCNHSWNSPRCSDARAPNASSGPNGTSRTTPAAEYFERGVLHLHESQGIDDLGPPRWQLTSCLVLVIVLLYFSLWKGVKTSGKVVWITATMPYVVLFALLLRGITLPGAVDAIRAYLSVDFHRLCEASVWIDAAIQICFSLGVGLGVLIAFSSYNKFTNNCYRDAIITTSVNSLTSFSSGFVVFSFLGYMAQKHSVPIGDVAKDGPGLIFIIYPEALATLPLSSVWAVVFFVMLLTLGIDSAMGGMESVITGLADEFQLLHRHRELFTLLVVLATFLLSLFCVTNGGIYVFTLLDHFAAGTSILFGVLMEVIGVAWFYGVWQ.... The pIC50 is 7.2.